From a dataset of Catalyst prediction with 721,799 reactions and 888 catalyst types from USPTO. Predict which catalyst facilitates the given reaction. (1) The catalyst class is: 1. Product: [C:14]1([NH:13][C:11]2[C:10]3[C:5](=[CH:6][CH:7]=[CH:8][CH:9]=3)[N:4]=[C:3]([CH2:2][NH:1][S:30]([C:20]3[C:29]4[C:24](=[CH:25][CH:26]=[CH:27][CH:28]=4)[CH:23]=[CH:22][CH:21]=3)(=[O:32])=[O:31])[N:12]=2)[CH:19]=[CH:18][CH:17]=[CH:16][CH:15]=1. Reactant: [NH2:1][CH2:2][C:3]1[N:12]=[C:11]([NH:13][C:14]2[CH:19]=[CH:18][CH:17]=[CH:16][CH:15]=2)[C:10]2[C:5](=[CH:6][CH:7]=[CH:8][CH:9]=2)[N:4]=1.[C:20]1([S:30](Cl)(=[O:32])=[O:31])[C:29]2[C:24](=[CH:25][CH:26]=[CH:27][CH:28]=2)[CH:23]=[CH:22][CH:21]=1.N1C=CC=CC=1. (2) Reactant: Cl.Cl[CH2:3][N:4]1[CH:8]=[CH:7][C:6]([CH:9]=[O:10])=[N:5]1.[F:11][C:12]([F:21])([F:20])[CH2:13][CH2:14][CH:15]([C:18]#[N:19])[C:16]#[N:17].C(=O)([O-])[O-].[K+].[K+].O. Product: [CH:9]([C:6]1[CH:7]=[CH:8][N:4]([CH2:3][C:15]([CH2:14][CH2:13][C:12]([F:11])([F:20])[F:21])([C:16]#[N:17])[C:18]#[N:19])[N:5]=1)=[O:10]. The catalyst class is: 9. (3) Reactant: [F:1][C:2]1[CH:7]=[CH:6][C:5]([C:8]2([CH2:21][O:22][CH2:23][C:24]3[CH:25]=[C:26]([C:34]([F:37])([F:36])[F:35])[CH:27]=[C:28]4[C:32]=3[N:31]([CH3:33])[N:30]=[CH:29]4)[CH2:13][CH2:12][N:11](C(OC(C)(C)C)=O)[CH2:10][CH2:9]2)=[CH:4][CH:3]=1. Product: [F:1][C:2]1[CH:7]=[CH:6][C:5]([C:8]2([CH2:21][O:22][CH2:23][C:24]3[CH:25]=[C:26]([C:34]([F:35])([F:36])[F:37])[CH:27]=[C:28]4[C:32]=3[N:31]([CH3:33])[N:30]=[CH:29]4)[CH2:13][CH2:12][NH:11][CH2:10][CH2:9]2)=[CH:4][CH:3]=1. The catalyst class is: 55. (4) Reactant: [BH4-].[Li+].C([O:5][C:6](=O)[C@@H:7]([NH:14][S:15]([C:18]1[CH:23]=[CH:22][C:21]([Cl:24])=[CH:20][CH:19]=1)(=[O:17])=[O:16])[C@H:8]([CH3:13])[C:9]([F:12])([F:11])[F:10])C.Cl. Product: [Cl:24][C:21]1[CH:22]=[CH:23][C:18]([S:15]([NH:14][C@H:7]([CH2:6][OH:5])[C@@H:8]([CH3:13])[C:9]([F:10])([F:11])[F:12])(=[O:17])=[O:16])=[CH:19][CH:20]=1. The catalyst class is: 1. (5) Reactant: [F:1][C:2]1[CH:3]=[CH:4][C:5]([N+:9]([O-:11])=[O:10])=[C:6]([OH:8])[CH:7]=1.[H-].[Na+].Cl[CH2:15][O:16][CH3:17]. Product: [F:1][C:2]1[CH:3]=[CH:4][C:5]([N+:9]([O-:11])=[O:10])=[C:6]([O:8][CH2:15][O:16][CH3:17])[CH:7]=1. The catalyst class is: 56. (6) Reactant: C([O:5][C:6](=[O:38])[CH:7]([C:32]1[CH:37]=[CH:36][CH:35]=[CH:34][CH:33]=1)[CH2:8][NH:9][C:10]([C:12]1[N:13]=[C:14]([C:30]#[N:31])[C:15]2[C:20]([C:21]=1[OH:22])=[CH:19][CH:18]=[C:17]([O:23][C:24]1[CH:29]=[CH:28][CH:27]=[CH:26][CH:25]=1)[CH:16]=2)=[O:11])(C)(C)C.C(O)(C(F)(F)F)=O.O. Product: [C:30]([C:14]1[C:15]2[C:20](=[CH:19][CH:18]=[C:17]([O:23][C:24]3[CH:25]=[CH:26][CH:27]=[CH:28][CH:29]=3)[CH:16]=2)[C:21]([OH:22])=[C:12]([C:10]([NH:9][CH2:8][CH:7]([C:32]2[CH:37]=[CH:36][CH:35]=[CH:34][CH:33]=2)[C:6]([OH:38])=[O:5])=[O:11])[N:13]=1)#[N:31]. The catalyst class is: 2. (7) Reactant: [O:1]=[C:2]1[NH:8][C:7]2[CH:9]=[CH:10][CH:11]=[CH:12][C:6]=2[O:5][C@H:4]([C:13]2[CH:18]=[CH:17][CH:16]=[CH:15][CH:14]=2)[C@@H:3]1[NH:19][C:20](=[O:26])[O:21][C:22]([CH3:25])([CH3:24])[CH3:23].Br[CH2:28][CH:29]1[CH2:31][CH2:30]1.C(=O)([O-])[O-].[Cs+].[Cs+]. Product: [CH:29]1([CH2:28][N:8]2[C:7]3[CH:9]=[CH:10][CH:11]=[CH:12][C:6]=3[O:5][C@H:4]([C:13]3[CH:18]=[CH:17][CH:16]=[CH:15][CH:14]=3)[C@H:3]([NH:19][C:20](=[O:26])[O:21][C:22]([CH3:23])([CH3:25])[CH3:24])[C:2]2=[O:1])[CH2:31][CH2:30]1. The catalyst class is: 18. (8) Reactant: [F:1][C:2]1[CH:30]=[CH:29][CH:28]=[C:27]([F:31])[C:3]=1[CH2:4][N:5]1[C:9]2[CH:10]=[CH:11][CH:12]=[C:13]([N:14](C)[C:15](=O)C)[C:8]=2[N:7]=[C:6]1[C:19]1[C:24]([F:25])=[CH:23][CH:22]=[CH:21][C:20]=1[F:26].Cl. Product: [F:1][C:2]1[CH:30]=[CH:29][CH:28]=[C:27]([F:31])[C:3]=1[CH2:4][N:5]1[C:9]2[CH:10]=[CH:11][CH:12]=[C:13]([NH:14][CH3:15])[C:8]=2[N:7]=[C:6]1[C:19]1[C:20]([F:26])=[CH:21][CH:22]=[CH:23][C:24]=1[F:25]. The catalyst class is: 6. (9) Reactant: [CH3:1][N:2]1[C:6]2=[CH:7][CH:8]=[C:9]3[C:14]([N:13]=[C:12]([C:15]4[CH:21]=[CH:20][C:18]([NH2:19])=[CH:17][CH:16]=4)[N:11]=[C:10]3[N:22]3[CH2:27][CH2:26][O:25][CH2:24][CH2:23]3)=[C:5]2[CH:4]=[CH:3]1.CCN(CC)CC.[C:35](Cl)(=[O:37])[CH3:36]. Product: [CH3:1][N:2]1[C:6]2=[CH:7][CH:8]=[C:9]3[C:14]([N:13]=[C:12]([C:15]4[CH:16]=[CH:17][C:18]([NH:19][C:35](=[O:37])[CH3:36])=[CH:20][CH:21]=4)[N:11]=[C:10]3[N:22]3[CH2:27][CH2:26][O:25][CH2:24][CH2:23]3)=[C:5]2[CH:4]=[CH:3]1. The catalyst class is: 2.